Task: Predict the reaction yield, written as a fraction of the theoretical maximum amount of product (1.0 means a 100% yield; for example, 0.34 means a 34% yield).. Dataset: Reaction yield outcomes from USPTO patents with 853,638 reactions The reactants are F[C:2]1[CH:7]=[CH:6][C:5]([F:8])=[CH:4][C:3]=1[N:9]([CH2:17][C:18]1[CH:23]=[CH:22][CH:21]=[C:20]([O:24][C:25]([F:30])([F:29])[CH:26]([F:28])[F:27])[CH:19]=1)[CH2:10][CH:11]([OH:16])[C:12]([F:15])([F:14])[F:13].C([O-])([O-])=O.[K+].[K+]. The catalyst is CN(C)C=O.O. The product is [F:8][C:5]1[CH:6]=[CH:7][C:2]2[O:16][CH:11]([C:12]([F:13])([F:14])[F:15])[CH2:10][N:9]([CH2:17][C:18]3[CH:23]=[CH:22][CH:21]=[C:20]([O:24][C:25]([F:29])([F:30])[CH:26]([F:27])[F:28])[CH:19]=3)[C:3]=2[CH:4]=1. The yield is 0.480.